Task: Predict which catalyst facilitates the given reaction.. Dataset: Catalyst prediction with 721,799 reactions and 888 catalyst types from USPTO (1) The catalyst class is: 6. Reactant: [C:1](N)(N)=N.C(N)(N)=N.C(O)(O)=O.Cl.[CH2:14]([CH2:17][NH:18][CH2:19][CH2:20][CH2:21][NH2:22])[CH2:15][NH2:16]. Product: [N:18]12[CH2:19][CH2:20][CH2:21][NH:22][C:1]1=[N:16][CH2:15][CH2:14][CH2:17]2. (2) Reactant: Cl[C:2]1[C:7]([Cl:8])=[N:6][CH:5]=[CH:4][N:3]=1.[F:9][C:10]1[CH:15]=[CH:14][C:13](B(O)O)=[CH:12][CH:11]=1.C(=O)([O-])[O-].[Cs+].[Cs+].C1(P(C2CCCCC2)C2CCCCC2)CCCCC1. Product: [Cl:8][C:7]1[C:2]([C:13]2[CH:14]=[CH:15][C:10]([F:9])=[CH:11][CH:12]=2)=[N:3][CH:4]=[CH:5][N:6]=1. The catalyst class is: 102. (3) Reactant: [NH2:1][C:2]1[CH:3]=[C:4]([C:8]2[CH:9]=[CH:10][CH:11]=[C:12]3[C:17]=2[N:16]=[C:15]([NH:18][C:19]2[CH:24]=[CH:23][C:22]([N:25]4[CH2:30][CH2:29][N:28]([CH3:31])[CH2:27][CH2:26]4)=[CH:21][CH:20]=2)[N:14]=[CH:13]3)[CH:5]=[CH:6][CH:7]=1.[C:32](Cl)(=[O:35])[CH:33]=[CH2:34]. Product: [CH3:31][N:28]1[CH2:27][CH2:26][N:25]([C:22]2[CH:21]=[CH:20][C:19]([NH:18][C:15]3[N:14]=[CH:13][C:12]4[C:17](=[C:8]([C:4]5[CH:3]=[C:2]([NH:1][C:32](=[O:35])[CH:33]=[CH2:34])[CH:7]=[CH:6][CH:5]=5)[CH:9]=[CH:10][CH:11]=4)[N:16]=3)=[CH:24][CH:23]=2)[CH2:30][CH2:29]1. The catalyst class is: 2. (4) Reactant: [CH:1]1([N:7]2[C:12]([OH:13])=[C:11]([C:14]([NH:16][CH2:17][C:18]([O:20]CC)=[O:19])=[O:15])[C:10](=[O:23])[NH:9][C:8]2=[O:24])[CH2:6][CH2:5][CH2:4][CH2:3][CH2:2]1.C(=O)([O-])[O-].[K+].[K+].[Cl:31][C:32]1[CH:33]=[C:34]([CH:37]=[CH:38][C:39]=1[Cl:40])[CH2:35]Br.Cl. Product: [CH:1]1([N:7]2[C:12]([OH:13])=[C:11]([C:14]([NH:16][CH2:17][C:18]([OH:20])=[O:19])=[O:15])[C:10](=[O:23])[N:9]([CH2:35][C:34]3[CH:37]=[CH:38][C:39]([Cl:40])=[C:32]([Cl:31])[CH:33]=3)[C:8]2=[O:24])[CH2:2][CH2:3][CH2:4][CH2:5][CH2:6]1. The catalyst class is: 44. (5) Reactant: O([BH-](OC(C)=O)OC(C)=O)C(C)=O.[Na+].[Br:15][C:16]1[CH:21]=[CH:20][C:19]([NH2:22])=[CH:18][CH:17]=1.[CH:23]1([O:28][C:29]2[CH:30]=[C:31]([CH:34]=[CH:35][C:36]=2[O:37][CH3:38])[CH:32]=O)[CH2:27][CH2:26][CH2:25][CH2:24]1.ClCCCl. Product: [Br:15][C:16]1[CH:21]=[CH:20][C:19]([NH:22][CH2:32][C:31]2[CH:34]=[CH:35][C:36]([O:37][CH3:38])=[C:29]([O:28][CH:23]3[CH2:27][CH2:26][CH2:25][CH2:24]3)[CH:30]=2)=[CH:18][CH:17]=1. The catalyst class is: 52.